This data is from Full USPTO retrosynthesis dataset with 1.9M reactions from patents (1976-2016). The task is: Predict the reactants needed to synthesize the given product. (1) Given the product [CH3:24][C:22]1([CH3:23])[N:4]([NH:3][CH3:26])[C:5](=[O:25])[C:6]2[S:11][C:10]3[CH:12]=[C:13]([O:16][C:17]([F:20])([F:19])[F:18])[CH:14]=[CH:15][C:9]=3[NH:8][C:7]=2[CH2:21]1, predict the reactants needed to synthesize it. The reactants are: CI.[NH2:3][N:4]1[C:22]([CH3:24])([CH3:23])[CH2:21][C:7]2[NH:8][C:9]3[CH:15]=[CH:14][C:13]([O:16][C:17]([F:20])([F:19])[F:18])=[CH:12][C:10]=3[S:11][C:6]=2[C:5]1=[O:25].[C:26]([O-])([O-])=O.[K+].[K+]. (2) Given the product [F:1][C:2]([F:7])([F:6])[C:3]([OH:5])=[O:4].[F:8][C:9]([F:14])([F:13])[C:10]([OH:12])=[O:11].[Cl:22][C:23]1[CH:24]=[N:25][C:26]2[NH:27][C:28]3[CH:29]=[N:30][CH:31]=[C:32]([CH:54]=3)[CH2:33][CH2:34][C:35]3[CH:43]=[C:39]([NH:40][C:41]=1[N:42]=2)[CH:38]=[CH:37][C:36]=3[O:44][CH2:45][C:46]([N:47]1[CH2:52][CH2:51][N:50]([S:57]([CH2:55][CH3:56])(=[O:59])=[O:58])[CH2:49][CH2:48]1)=[O:53], predict the reactants needed to synthesize it. The reactants are: [F:1][C:2]([F:7])([F:6])[C:3]([OH:5])=[O:4].[F:8][C:9]([F:14])([F:13])[C:10]([OH:12])=[O:11].FC(F)(F)C(O)=O.[Cl:22][C:23]1[CH:24]=[N:25][C:26]2[NH:27][C:28]3[CH:29]=[N:30][CH:31]=[C:32]([CH:54]=3)[CH2:33][CH2:34][C:35]3[CH:43]=[C:39]([NH:40][C:41]=1[N:42]=2)[CH:38]=[CH:37][C:36]=3[O:44][CH2:45][C:46](=[O:53])[N:47]1[CH2:52][CH2:51][NH:50][CH2:49][CH2:48]1.[CH2:55]([S:57](Cl)(=[O:59])=[O:58])[CH3:56]. (3) The reactants are: Br[C:2]1[N:7]=[CH:6][C:5]([N:8]2[CH2:13][CH2:12][N:11]([C:14]([O:16][C:17]([CH3:20])([CH3:19])[CH3:18])=[O:15])[CH2:10][CH2:9]2)=[CH:4][CH:3]=1.[Li]CCCC.[Sn:26](Cl)([CH2:35][CH2:36][CH2:37][CH3:38])([CH2:31][CH2:32][CH2:33][CH3:34])[CH2:27][CH2:28][CH2:29][CH3:30]. Given the product [CH2:35]([Sn:26]([CH2:27][CH2:28][CH2:29][CH3:30])([CH2:31][CH2:32][CH2:33][CH3:34])[C:2]1[N:7]=[CH:6][C:5]([N:8]2[CH2:13][CH2:12][N:11]([C:14]([O:16][C:17]([CH3:20])([CH3:19])[CH3:18])=[O:15])[CH2:10][CH2:9]2)=[CH:4][CH:3]=1)[CH2:36][CH2:37][CH3:38], predict the reactants needed to synthesize it. (4) The reactants are: [CH3:1][C:2]1[N:3]=[C:4]([CH2:26][CH2:27][CH3:28])[N:5]([CH2:9][CH2:10][O:11][C:12]2[CH:17]=[CH:16][C:15]([CH:18]=[C:19]3[S:23][C:22](=[O:24])[NH:21][C:20]3=[O:25])=[CH:14][CH:13]=2)[C:6](=[O:8])[CH:7]=1.[H][H]. Given the product [CH3:1][C:2]1[N:3]=[C:4]([CH2:26][CH2:27][CH3:28])[N:5]([CH2:9][CH2:10][O:11][C:12]2[CH:13]=[CH:14][C:15]([CH2:18][CH:19]3[S:23][C:22](=[O:24])[NH:21][C:20]3=[O:25])=[CH:16][CH:17]=2)[C:6](=[O:8])[CH:7]=1, predict the reactants needed to synthesize it. (5) Given the product [Br:16][CH2:17][CH2:18][CH2:19][CH2:20][CH2:21][CH2:22][O:10][CH2:9][CH2:8][O:7][CH2:6][C:5]1[C:4]([Cl:3])=[CH:14][CH:13]=[CH:12][C:11]=1[Cl:15], predict the reactants needed to synthesize it. The reactants are: [OH-].[Na+].[Cl:3][C:4]1[CH:14]=[CH:13][CH:12]=[C:11]([Cl:15])[C:5]=1[CH2:6][O:7][CH2:8][CH2:9][OH:10].[Br:16][CH2:17][CH2:18][CH2:19][CH2:20][CH2:21][CH2:22]Br.O. (6) Given the product [CH3:1][O:2][C:3]([C:5]1[C:13]([CH3:14])=[C:12]2[C:8]([C:9]([CH:16]3[CH2:21][CH2:20][CH2:19][CH2:18][CH2:17]3)=[C:10]([C:34]3[CH:35]=[C:36]4[C:31](=[CH:32][CH:33]=3)[N:30]=[C:29]([C:25]3[S:24][C:23]([CH3:22])=[N:27][C:26]=3[CH3:28])[CH:38]=[CH:37]4)[NH:11]2)=[CH:7][CH:6]=1)=[O:4], predict the reactants needed to synthesize it. The reactants are: [CH3:1][O:2][C:3]([C:5]1[C:13]([CH3:14])=[C:12]2[C:8]([C:9]([CH:16]3[CH2:21][CH2:20][CH2:19][CH2:18][CH2:17]3)=[C:10](Br)[NH:11]2)=[CH:7][CH:6]=1)=[O:4].[CH3:22][C:23]1[S:24][C:25]([C:29]2[CH:38]=[CH:37][C:36]3[C:31](=[CH:32][CH:33]=[C:34](B(O)O)[CH:35]=3)[N:30]=2)=[C:26]([CH3:28])[N:27]=1.C([O-])(O)=O.[Na+].